Dataset: NCI-60 drug combinations with 297,098 pairs across 59 cell lines. Task: Regression. Given two drug SMILES strings and cell line genomic features, predict the synergy score measuring deviation from expected non-interaction effect. (1) Drug 1: CCN(CC)CCNC(=O)C1=C(NC(=C1C)C=C2C3=C(C=CC(=C3)F)NC2=O)C. Drug 2: COC1=C2C(=CC3=C1OC=C3)C=CC(=O)O2. Cell line: SK-OV-3. Synergy scores: CSS=-6.75, Synergy_ZIP=1.59, Synergy_Bliss=-0.696, Synergy_Loewe=-11.7, Synergy_HSA=-8.17. (2) Drug 1: CS(=O)(=O)C1=CC(=C(C=C1)C(=O)NC2=CC(=C(C=C2)Cl)C3=CC=CC=N3)Cl. Drug 2: CC12CCC(CC1=CCC3C2CCC4(C3CC=C4C5=CN=CC=C5)C)O. Cell line: SK-MEL-5. Synergy scores: CSS=-1.21, Synergy_ZIP=2.98, Synergy_Bliss=5.21, Synergy_Loewe=-0.518, Synergy_HSA=0.994. (3) Drug 1: CC12CCC3C(C1CCC2O)C(CC4=C3C=CC(=C4)O)CCCCCCCCCS(=O)CCCC(C(F)(F)F)(F)F. Drug 2: CC1C(C(CC(O1)OC2CC(CC3=C2C(=C4C(=C3O)C(=O)C5=C(C4=O)C(=CC=C5)OC)O)(C(=O)CO)O)N)O.Cl. Cell line: SF-295. Synergy scores: CSS=38.4, Synergy_ZIP=1.04, Synergy_Bliss=1.67, Synergy_Loewe=-3.55, Synergy_HSA=1.11.